Dataset: Catalyst prediction with 721,799 reactions and 888 catalyst types from USPTO. Task: Predict which catalyst facilitates the given reaction. (1) Reactant: Br.Br[CH:3]1[C:8]([C:9]2[C:14]([O:15][CH3:16])=[CH:13][C:12]([O:17][CH3:18])=[CH:11][C:10]=2[O:19][CH3:20])=[CH:7][CH2:6][N:5]([CH3:21])[CH2:4]1.[OH-:22].[Na+]. Product: [OH:22][CH:3]1[C:8]([C:9]2[C:14]([O:15][CH3:16])=[CH:13][C:12]([O:17][CH3:18])=[CH:11][C:10]=2[O:19][CH3:20])=[CH:7][CH2:6][N:5]([CH3:21])[CH2:4]1. The catalyst class is: 6. (2) Reactant: [C:1]([NH:5][C:6]([NH:8][C:9]1[C:10]([C:29]2[CH:34]=[C:33]([O:35][CH3:36])[CH:32]=[C:31]([O:37][CH3:38])[CH:30]=2)=[CH:11][C:12]2[CH:17]=[N:16][C:15]([NH:18][CH2:19][CH2:20][CH2:21][CH2:22][N:23]([CH2:26][CH3:27])[CH2:24][CH3:25])=[N:14][C:13]=2[N:28]=1)=[O:7])([CH3:4])([CH3:3])[CH3:2].[C:39](Cl)(=[O:42])[CH:40]=[CH2:41].C(N(C(C)C)CC)(C)C. Product: [C:1]([NH:5][C:6](=[O:7])[NH:8][C:9]1[C:10]([C:29]2[CH:34]=[C:33]([O:35][CH3:36])[CH:32]=[C:31]([O:37][CH3:38])[CH:30]=2)=[CH:11][C:12]2[CH:17]=[N:16][C:15]([N:18]([CH2:19][CH2:20][CH2:21][CH2:22][N:23]([CH2:24][CH3:25])[CH2:26][CH3:27])[C:39](=[O:42])[CH:40]=[CH2:41])=[N:14][C:13]=2[N:28]=1)([CH3:4])([CH3:2])[CH3:3]. The catalyst class is: 4. (3) Reactant: [C:1]([C:3]1[CH:8]=[CH:7][CH:6]=[CH:5][C:4]=1[C:9]1[CH:14]=[CH:13][C:12]([CH2:15][CH:16]([C:22](=O)[CH2:23][CH2:24][CH3:25])[C:17](OCC)=[O:18])=[CH:11][CH:10]=1)#[N:2].[CH3:27][C:28]1[CH:29]=[N:30][NH:31][C:32]=1[NH:33][CH:34]1[CH2:39][CH2:38][O:37][CH2:36][CH2:35]1.N12CCCN=C1CCCCC2.C(N(CC)C1C=CC=CC=1)C. Product: [CH3:27][C:28]1[CH:29]=[N:30][N:31]2[C:22]([CH2:23][CH2:24][CH3:25])=[C:16]([CH2:15][C:12]3[CH:13]=[CH:14][C:9]([C:4]4[C:3]([C:1]#[N:2])=[CH:8][CH:7]=[CH:6][CH:5]=4)=[CH:10][CH:11]=3)[C:17](=[O:18])[N:33]([CH:34]3[CH2:39][CH2:38][O:37][CH2:36][CH2:35]3)[C:32]=12. The catalyst class is: 13. (4) Product: [CH2:27]([O:26][C:24]([N:2]1[CH2:8][CH2:7][CH2:6][N:5]([C:9]2[N:13]([CH2:14][CH2:15][O:16][CH2:17][CH3:18])[C:12]3[CH:19]=[CH:20][CH:21]=[CH:22][C:11]=3[N:10]=2)[CH2:4][CH2:3]1)=[O:25])[CH3:28]. The catalyst class is: 133. Reactant: C[N:2]1[CH2:8][CH2:7][CH2:6][N:5]([C:9]2[N:13]([CH2:14][CH2:15][O:16][CH2:17][CH3:18])[C:12]3[CH:19]=[CH:20][CH:21]=[CH:22][C:11]=3[N:10]=2)[CH2:4][CH2:3]1.Cl[C:24]([O:26][CH2:27][CH3:28])=[O:25]. (5) Reactant: C(=O)([O-])[O-].[K+].[K+].[OH:7][C:8]1[CH:9]=[C:10]([NH:15][C:16](=[O:23])[C:17]2[CH:22]=[CH:21][CH:20]=[CH:19][CH:18]=2)[CH:11]=[CH:12][C:13]=1[CH3:14].[CH2:24]([O:26][C:27]([C:29]1[C:30]2[S:38][CH:37]=[C:36]([CH2:39]Br)[C:31]=2[C:32]([Cl:35])=[N:33][CH:34]=1)=[O:28])[CH3:25]. Product: [CH2:24]([O:26][C:27]([C:29]1[C:30]2[S:38][CH:37]=[C:36]([CH2:39][O:7][C:8]3[CH:9]=[C:10]([NH:15][C:16](=[O:23])[C:17]4[CH:18]=[CH:19][CH:20]=[CH:21][CH:22]=4)[CH:11]=[CH:12][C:13]=3[CH3:14])[C:31]=2[C:32]([Cl:35])=[N:33][CH:34]=1)=[O:28])[CH3:25]. The catalyst class is: 213. (6) Reactant: [CH2:1]([O:3][C:4](=[O:29])[CH:5]([C:27]#[N:28])[CH:6]([C:17]1[C:26]2[C:21](=[CH:22][CH:23]=[CH:24][CH:25]=2)[CH:20]=[CH:19][CH:18]=1)[C:7]1[C:16]2[C:11](=[CH:12][CH:13]=[CH:14][CH:15]=2)[CH:10]=[CH:9][CH:8]=1)[CH3:2].[CH3:30][Si]([N-][Si](C)(C)C)(C)C.[Na+].CI. Product: [C:27]([C:5]([CH3:30])([CH:6]([C:17]1[C:26]2[C:21](=[CH:22][CH:23]=[CH:24][CH:25]=2)[CH:20]=[CH:19][CH:18]=1)[C:7]1[C:16]2[C:11](=[CH:12][CH:13]=[CH:14][CH:15]=2)[CH:10]=[CH:9][CH:8]=1)[C:4]([O:3][CH2:1][CH3:2])=[O:29])#[N:28]. The catalyst class is: 1.